This data is from Catalyst prediction with 721,799 reactions and 888 catalyst types from USPTO. The task is: Predict which catalyst facilitates the given reaction. (1) The catalyst class is: 9. Product: [NH2:1][C:2]1[C:3]([C:7]([NH:17][C:15]2[CH:14]=[CH:13][CH:12]=[C:11]([Cl:10])[N:16]=2)=[O:9])=[N:4][O:5][N:6]=1. Reactant: [NH2:1][C:2]1[C:3]([C:7]([OH:9])=O)=[N:4][O:5][N:6]=1.[Cl:10][C:11]1[N:16]=[C:15]([NH2:17])[CH:14]=[CH:13][CH:12]=1.F[P-](F)(F)(F)(F)F.C[N+](C)=C(N(C)C)ON1C2N=CC=CC=2N=N1.C(N(CC)C(C)C)(C)C.C([O-])(O)=O.[Na+]. (2) Reactant: [CH2:1]([N:3]1[C:7]2=[N:8][C:9]([CH2:32][CH3:33])=[C:10]([CH2:19][NH:20][C:21]([C:23]3[N:28]=[C:27]([C:29](O)=[O:30])[CH:26]=[CH:25][CH:24]=3)=[O:22])[C:11]([NH:12][CH:13]3[CH2:18][CH2:17][O:16][CH2:15][CH2:14]3)=[C:6]2[CH:5]=[N:4]1)[CH3:2].C(N(CC)CC)C.CN(C(ON1N=NC2C=CC=CC1=2)=[N+](C)C)C.[B-](F)(F)(F)F.Cl.[Br:64][C:65]1[CH:66]=[C:67]([CH2:73][NH2:74])[CH:68]=[CH:69][C:70]=1[O:71][CH3:72]. Product: [Br:64][C:65]1[CH:66]=[C:67]([CH2:73][NH:74][C:29]([C:27]2[CH:26]=[CH:25][CH:24]=[C:23]([C:21]([NH:20][CH2:19][C:10]3[C:11]([NH:12][CH:13]4[CH2:14][CH2:15][O:16][CH2:17][CH2:18]4)=[C:6]4[CH:5]=[N:4][N:3]([CH2:1][CH3:2])[C:7]4=[N:8][C:9]=3[CH2:32][CH3:33])=[O:22])[N:28]=2)=[O:30])[CH:68]=[CH:69][C:70]=1[O:71][CH3:72]. The catalyst class is: 4. (3) Reactant: [O:1]1[C:5]([C:6]2[CH:11]=[CH:10][N:9]=[C:8]([NH2:12])[CH:7]=2)=[CH:4][N:3]=[CH:2]1.N1C=CC=CC=1.Cl[C:20]([O:22][C:23]1[CH:28]=[CH:27][CH:26]=[CH:25][CH:24]=1)=[O:21].O. Product: [C:23]1([O:22][C:20](=[O:21])[NH:12][C:8]2[CH:7]=[C:6]([C:5]3[O:1][CH:2]=[N:3][CH:4]=3)[CH:11]=[CH:10][N:9]=2)[CH:28]=[CH:27][CH:26]=[CH:25][CH:24]=1. The catalyst class is: 4.